The task is: Predict the product of the given reaction.. This data is from Forward reaction prediction with 1.9M reactions from USPTO patents (1976-2016). (1) Given the reactants [Cl:1][C:2]1[CH:3]=[C:4]([N:9]2[C:13]([C:14]([F:17])([F:16])[F:15])=[CH:12][C:11]([C:18](O)=[O:19])=[N:10]2)[CH:5]=[CH:6][C:7]=1[Cl:8].CCN(C(C)C)C(C)C.CN(C(ON1N=NC2C=CC=NC1=2)=[N+](C)C)C.F[P-](F)(F)(F)(F)F.[Cl:54][C:55]1[CH:61]=[CH:60][CH:59]=[CH:58][C:56]=1[NH2:57], predict the reaction product. The product is: [Cl:54][C:55]1[CH:61]=[CH:60][CH:59]=[CH:58][C:56]=1[NH:57][C:18]([C:11]1[CH:12]=[C:13]([C:14]([F:15])([F:17])[F:16])[N:9]([C:4]2[CH:5]=[CH:6][C:7]([Cl:8])=[C:2]([Cl:1])[CH:3]=2)[N:10]=1)=[O:19]. (2) Given the reactants C1(=O)[N:5]([CH2:6][C:7]2[CH:16]=[CH:15][C:14]3[C:9](=[CH:10][CH:11]=[C:12]([CH2:17][CH2:18][CH2:19][N:20]([CH2:24][CH2:25][CH3:26])[CH2:21][CH2:22][CH3:23])[CH:13]=3)[CH:8]=2)C(=O)C2=CC=CC=C12, predict the reaction product. The product is: [NH2:5][CH2:6][C:7]1[CH:16]=[CH:15][C:14]2[C:9](=[CH:10][CH:11]=[C:12]([CH2:17][CH2:18][CH2:19][N:20]([CH2:24][CH2:25][CH3:26])[CH2:21][CH2:22][CH3:23])[CH:13]=2)[CH:8]=1. (3) Given the reactants [CH3:1][O:2][C:3](=[O:14])[CH:4]([NH2:13])[CH2:5][C:6]1[CH:11]=[CH:10][C:9]([Cl:12])=[CH:8][CH:7]=1.C(N(C(C)C)CC)(C)C.[CH2:24]([O:26][C:27]([N:29]=[C:30]=[S:31])=[O:28])[CH3:25], predict the reaction product. The product is: [CH3:1][O:2][C:3](=[O:14])[CH:4]([NH:13][C:30]([NH:29][C:27]([O:26][CH2:24][CH3:25])=[O:28])=[S:31])[CH2:5][C:6]1[CH:11]=[CH:10][C:9]([Cl:12])=[CH:8][CH:7]=1. (4) Given the reactants C([Li])CCC.[Cl:6][C:7]1[CH:8]=[C:9](Br)[CH:10]=[CH:11][C:12]=1[O:13][C:14]([F:17])([F:16])[F:15].[C:19](=[O:21])=[O:20].Cl, predict the reaction product. The product is: [Cl:6][C:7]1[CH:8]=[C:9]([CH:10]=[CH:11][C:12]=1[O:13][C:14]([F:17])([F:16])[F:15])[C:19]([OH:21])=[O:20]. (5) Given the reactants C(NC(C)C)(C)C.C([Li])CCC.[C:13]([C:16]1[CH:21]=[CH:20][N:19]=[C:18]([C:22]#[N:23])[CH:17]=1)(=[O:15])[CH3:14].[C:24]([O:28][C:29]([N:31]1[CH2:36][CH2:35][CH:34]([CH2:37][C:38](O)=[O:39])[CH2:33][CH2:32]1)=[O:30])([CH3:27])([CH3:26])[CH3:25].CCN(CC)CC.C(OC(Cl)=O)C(C)C, predict the reaction product. The product is: [C:24]([O:28][C:29]([N:31]1[CH2:36][CH2:35][CH:34]([CH2:37][C:38]([O:15][C:13]([C:16]2[CH:21]=[CH:20][N:19]=[C:18]([C:22]#[N:23])[CH:17]=2)=[CH2:14])=[O:39])[CH2:33][CH2:32]1)=[O:30])([CH3:27])([CH3:26])[CH3:25]. (6) Given the reactants [C:1]1([CH2:7][C:8]#[N:9])[CH:6]=[CH:5][CH:4]=[CH:3][CH:2]=1.[OH-].[Na+:11].[N:12](OCCC(C)C)=[O:13], predict the reaction product. The product is: [C:8](/[C:7](=[N:12]\[O-:13])/[C:1]1[CH:6]=[CH:5][CH:4]=[CH:3][CH:2]=1)#[N:9].[Na+:11]. (7) The product is: [F:16][C:17]1[CH:22]=[CH:21][C:20]([C:2]2[CH:11]=[CH:10][N:9]=[C:8]3[C:3]=2[CH:4]=[CH:5][C:6]([C:12]([F:15])([F:14])[F:13])=[N:7]3)=[CH:19][C:18]=1[C:32]1[CH:37]=[CH:36][N:35]=[CH:34][C:33]=1[F:38]. Given the reactants Cl[C:2]1[CH:11]=[CH:10][N:9]=[C:8]2[C:3]=1[CH:4]=[CH:5][C:6]([C:12]([F:15])([F:14])[F:13])=[N:7]2.[F:16][C:17]1[CH:22]=[CH:21][C:20](B2OC(C)(C)C(C)(C)O2)=[CH:19][C:18]=1[C:32]1[CH:37]=[CH:36][N:35]=[CH:34][C:33]=1[F:38], predict the reaction product.